Regression. Given two drug SMILES strings and cell line genomic features, predict the synergy score measuring deviation from expected non-interaction effect. From a dataset of NCI-60 drug combinations with 297,098 pairs across 59 cell lines. (1) Drug 1: CC1=C2C(C(=O)C3(C(CC4C(C3C(C(C2(C)C)(CC1OC(=O)C(C(C5=CC=CC=C5)NC(=O)OC(C)(C)C)O)O)OC(=O)C6=CC=CC=C6)(CO4)OC(=O)C)OC)C)OC. Drug 2: CCCCCOC(=O)NC1=NC(=O)N(C=C1F)C2C(C(C(O2)C)O)O. Cell line: HS 578T. Synergy scores: CSS=45.6, Synergy_ZIP=4.54, Synergy_Bliss=1.75, Synergy_Loewe=-31.8, Synergy_HSA=1.59. (2) Drug 1: CC1=C(C=C(C=C1)NC(=O)C2=CC=C(C=C2)CN3CCN(CC3)C)NC4=NC=CC(=N4)C5=CN=CC=C5. Drug 2: C1CN(P(=O)(OC1)NCCCl)CCCl. Cell line: BT-549. Synergy scores: CSS=-7.12, Synergy_ZIP=0.196, Synergy_Bliss=-11.4, Synergy_Loewe=-5.67, Synergy_HSA=-13.1. (3) Drug 1: CNC(=O)C1=CC=CC=C1SC2=CC3=C(C=C2)C(=NN3)C=CC4=CC=CC=N4. Drug 2: C1=NC2=C(N=C(N=C2N1C3C(C(C(O3)CO)O)F)Cl)N. Cell line: SW-620. Synergy scores: CSS=45.2, Synergy_ZIP=2.76, Synergy_Bliss=0.709, Synergy_Loewe=-7.58, Synergy_HSA=-0.896. (4) Drug 1: C1CN1P(=S)(N2CC2)N3CC3. Drug 2: C1C(C(OC1N2C=NC3=C(N=C(N=C32)Cl)N)CO)O. Cell line: NCI-H460. Synergy scores: CSS=44.9, Synergy_ZIP=-4.52, Synergy_Bliss=-0.853, Synergy_Loewe=-7.79, Synergy_HSA=0.183.